This data is from CYP2C19 inhibition data for predicting drug metabolism from PubChem BioAssay. The task is: Regression/Classification. Given a drug SMILES string, predict its absorption, distribution, metabolism, or excretion properties. Task type varies by dataset: regression for continuous measurements (e.g., permeability, clearance, half-life) or binary classification for categorical outcomes (e.g., BBB penetration, CYP inhibition). Dataset: cyp2c19_veith. (1) The drug is COc1c2c(nc3ccccc13)O[C@H]([C@@](C)(O)CO)C2. The result is 0 (non-inhibitor). (2) The molecule is Cc1c(NC(=O)CSc2nnnn2C)c(=O)n(-c2ccccc2)n1C. The result is 0 (non-inhibitor). (3) The compound is CCNc1ncc2nc(-c3ccc(F)cc3)c(=O)n(CCOC)c2n1. The result is 0 (non-inhibitor). (4) The compound is Cn1cccc1C(=O)N1CCC2(CC1)CCN(c1ccc(-c3ccccc3)cc1)CC2. The result is 0 (non-inhibitor). (5) The compound is COc1ccccc1-c1cncnc1NCc1ccccc1. The result is 0 (non-inhibitor).